From a dataset of NCI-60 drug combinations with 297,098 pairs across 59 cell lines. Regression. Given two drug SMILES strings and cell line genomic features, predict the synergy score measuring deviation from expected non-interaction effect. Drug 1: C1=NC2=C(N1)C(=S)N=C(N2)N. Drug 2: CC1=C2C(C(=O)C3(C(CC4C(C3C(C(C2(C)C)(CC1OC(=O)C(C(C5=CC=CC=C5)NC(=O)OC(C)(C)C)O)O)OC(=O)C6=CC=CC=C6)(CO4)OC(=O)C)O)C)O. Cell line: SF-268. Synergy scores: CSS=23.6, Synergy_ZIP=-11.3, Synergy_Bliss=-2.60, Synergy_Loewe=-15.6, Synergy_HSA=-1.27.